From a dataset of Reaction yield outcomes from USPTO patents with 853,638 reactions. Predict the reaction yield, written as a fraction of the theoretical maximum amount of product (1.0 means a 100% yield; for example, 0.34 means a 34% yield). (1) The reactants are [Br-].[Cl:2][C:3]1[CH:8]=[CH:7][C:6]([C:9](=[O:25])[CH2:10][N+:11]2[CH:16]=[CH:15][C:14]([O:17][CH2:18][C:19]3[CH:24]=[CH:23][CH:22]=[CH:21][N:20]=3)=[CH:13][CH:12]=2)=[CH:5][CH:4]=1.[CH3:26][C:27]([CH3:39])([CH3:38])[C:28](=[O:37])[C:29]#[C:30][C:31]1[CH:36]=[CH:35][CH:34]=[CH:33][CH:32]=1.C(C1C(=O)C(Cl)=C(Cl)C(=O)C=1C#N)#N. The catalyst is CN(C=O)C. The product is [Cl:2][C:3]1[CH:8]=[CH:7][C:6]([C:9]([C:10]2[N:11]3[C:12]([CH:13]=[C:14]([O:17][CH2:18][C:19]4[CH:24]=[CH:23][CH:22]=[CH:21][N:20]=4)[CH:15]=[CH:16]3)=[C:29]([C:28](=[O:37])[C:27]([CH3:39])([CH3:38])[CH3:26])[C:30]=2[C:31]2[CH:32]=[CH:33][CH:34]=[CH:35][CH:36]=2)=[O:25])=[CH:5][CH:4]=1. The yield is 0.130. (2) The reactants are [CH3:1][C:2]1[N:6]([CH2:7][CH2:8][CH2:9][C:10]2[CH:15]=[CH:14][C:13]([CH2:16][CH2:17][CH2:18][CH2:19][CH3:20])=[CH:12][CH:11]=2)[C:5]([C:21]2[CH:38]=[CH:37][C:24]([O:25][C@H:26]([CH2:30][C:31]3[CH:36]=[CH:35][CH:34]=[CH:33][CH:32]=3)[C:27]([OH:29])=[O:28])=[CH:23][CH:22]=2)=[CH:4][CH:3]=1.[OH-].[Na+:40].C(O)C. The catalyst is C(O)C. The product is [CH3:1][C:2]1[N:6]([CH2:7][CH2:8][CH2:9][C:10]2[CH:15]=[CH:14][C:13]([CH2:16][CH2:17][CH2:18][CH2:19][CH3:20])=[CH:12][CH:11]=2)[C:5]([C:21]2[CH:22]=[CH:23][C:24]([O:25][C@H:26]([CH2:30][C:31]3[CH:36]=[CH:35][CH:34]=[CH:33][CH:32]=3)[C:27]([O-:29])=[O:28])=[CH:37][CH:38]=2)=[CH:4][CH:3]=1.[Na+:40]. The yield is 0.700.